Predict the reactants needed to synthesize the given product. From a dataset of Full USPTO retrosynthesis dataset with 1.9M reactions from patents (1976-2016). (1) Given the product [Br:1][CH2:2][C:3]1([CH2:8][Br:9])[CH2:6][O:7][C:11]([CH3:13])([CH3:10])[O:5][CH2:4]1, predict the reactants needed to synthesize it. The reactants are: [Br:1][CH2:2][C:3]([CH2:8][Br:9])([CH2:6][OH:7])[CH2:4][OH:5].[CH3:10][C:11]([CH3:13])=O.CC1C=CC(S(O)(=O)=O)=CC=1.O. (2) Given the product [CH2:1]([C:5]1[N:9]([CH2:10][C:11]2[CH:16]=[CH:15][C:14]([C:17]3[C:18]([C:23]#[N:24])=[CH:19][CH:20]=[CH:21][CH:22]=3)=[CH:13][CH:12]=2)[C:8](=[O:25])[N:7]([CH2:34][C:35]([CH3:38])([CH3:37])[CH3:36])[N:6]=1)[CH2:2][CH2:3][CH3:4], predict the reactants needed to synthesize it. The reactants are: [CH2:1]([C:5]1[N:9]([CH2:10][C:11]2[CH:16]=[CH:15][C:14]([C:17]3[C:18]([C:23]#[N:24])=[CH:19][CH:20]=[CH:21][CH:22]=3)=[CH:13][CH:12]=2)[C:8](=[O:25])[NH:7][N:6]=1)[CH2:2][CH2:3][CH3:4].[H-].[Na+].CN(C)C=O.I[CH2:34][C:35]([CH3:38])([CH3:37])[CH3:36]. (3) The reactants are: [CH3:1][CH:2]([CH3:19])[CH2:3][C@@H:4]([B:6]1[O:10][C@@H:9]2[CH2:11][C@@H:12]3[CH2:15][C@H:14]([C@:8]2([CH3:18])[O:7]1)[C:13]3([CH3:17])[CH3:16])[NH3+:5].F[B-](F)(F)F.N1(OC(N(C)C)=[N+](C)C)C2C=CC=CC=2N=N1.[C:42]([O:46][C:47]([NH:49][C@H:50]([C:58](O)=[O:59])[CH2:51][C:52]1[CH:57]=[CH:56][CH:55]=[CH:54][CH:53]=1)=[O:48])([CH3:45])([CH3:44])[CH3:43].C(N(CC)C(C)C)(C)C. Given the product [CH3:1][CH:2]([CH3:19])[CH2:3][C@@H:4]([NH:5][C:58](=[O:59])[CH:50]([NH:49][C:47](=[O:48])[O:46][C:42]([CH3:43])([CH3:44])[CH3:45])[CH2:51][C:52]1[CH:57]=[CH:56][CH:55]=[CH:54][CH:53]=1)[B:6]1[O:10][C@H:9]2[CH2:11][C@@H:12]3[CH2:15][C@H:14]([C@:8]2([CH3:18])[O:7]1)[C:13]3([CH3:17])[CH3:16], predict the reactants needed to synthesize it. (4) Given the product [Cl:1][C:2]1[CH:3]=[C:4]([CH:8]=[C:9]([O:11][C:12]2[CH:17]=[N:16][CH:15]=[N:14][CH:13]=2)[CH:10]=1)[C:5]([O:7][CH3:20])=[O:6], predict the reactants needed to synthesize it. The reactants are: [Cl:1][C:2]1[CH:3]=[C:4]([CH:8]=[C:9]([O:11][C:12]2[CH:13]=[N:14][CH:15]=[N:16][CH:17]=2)[CH:10]=1)[C:5]([OH:7])=[O:6].[OH-].[Na+].[CH3:20]O. (5) Given the product [Cl:1][C:2]1[CH:3]=[C:4]2[C:8](=[CH:9][CH:10]=1)[N:7]([C:11](=[O:13])[CH3:12])[CH2:6][CH2:5]2, predict the reactants needed to synthesize it. The reactants are: [Cl:1][C:2]1[CH:3]=[C:4]2[C:8](=[CH:9][CH:10]=1)[NH:7][CH2:6][CH2:5]2.[C:11](Cl)(=[O:13])[CH3:12]. (6) Given the product [F:1][C:2]1[CH:11]=[CH:10][C:9]([O:12][CH2:13][CH2:14][CH3:15])=[C:8]2[C:3]=1[C:4](=[O:17])[C:5]([C:27]1[CH:28]=[CH:29][O:25][CH:26]=1)=[CH:6][NH:7]2, predict the reactants needed to synthesize it. The reactants are: [F:1][C:2]1[CH:11]=[CH:10][C:9]([O:12][CH2:13][CH2:14][CH3:15])=[C:8]2[C:3]=1[C:4](=[O:17])[C:5](I)=[CH:6][NH:7]2.C1(C)C=CC=CC=1.[O:25]1[CH:29]=[CH:28][C:27](B(O)O)=[CH:26]1.C(=O)([O-])[O-].[Na+].[Na+]. (7) Given the product [Cl:1][CH2:2][C:3]([C:5]1[CH:6]=[C:7]2[C:11](=[CH:12][CH:13]=1)[NH:10][CH2:9][CH2:8]2)=[O:4], predict the reactants needed to synthesize it. The reactants are: [Cl:1][CH2:2][C:3]([C:5]1[CH:6]=[C:7]2[C:11](=[CH:12][CH:13]=1)[N:10](S(C1C=CC=CC=1)(=O)=O)[CH2:9][CH2:8]2)=[O:4].S(=O)(=O)(O)O.